This data is from Protein-peptide binding for MDM2, ACE2, and 12ca5 with 34 validated binders. The task is: Binary Classification. Given protein and peptide amino acid sequences, predict whether they interact or not. (1) The protein target is MDM2 with sequence MCNTNMSVPTDGAVTTSQIPASEQETLVRPKPLLLKLLKSVGAQKDTYTMKEVLFYLGQYIMTKRLYDEKQQHIVYCSNDLLGDLFGVPSFSVKEHRKIYTMIYRNLVVVNQQESSDSGTSVSENRCHLEGGSDQKDLVQELQEEKPSSSHLVSRPSTSSRRRAISETEENSDELSGERQRKRHKSDSISLSFDESLALCVIREICCERSSSSESTGTPSNPDLDAGVSEHSGDWLDQDSVSDQFSVEFEVESLDSEDYSLSEEGQELSDEDDEVYQVTVYQAGESDTDSFEEDPEISLADYWKCTSCNEMNPPLPSHCNRCWALRENWLPEDKGKDKGEISEKAKLENSTQAEEGFDVPDCKKTIVNDSRESCVEENDDKITQASQSQESEDYSQPSTSSSIIYSSQEDVKEFEREETQDKEESVESSLPLNAIEPCVICQGRPKNGCIVHGKTGHLMACFTCAKKLKKRNKPCPVCRQPIQMIVLTYFP. The peptide is AAFAEYWNLASPK. (2) The protein target is MDM2 with sequence MCNTNMSVPTDGAVTTSQIPASEQETLVRPKPLLLKLLKSVGAQKDTYTMKEVLFYLGQYIMTKRLYDEKQQHIVYCSNDLLGDLFGVPSFSVKEHRKIYTMIYRNLVVVNQQESSDSGTSVSENRCHLEGGSDQKDLVQELQEEKPSSSHLVSRPSTSSRRRAISETEENSDELSGERQRKRHKSDSISLSFDESLALCVIREICCERSSSSESTGTPSNPDLDAGVSEHSGDWLDQDSVSDQFSVEFEVESLDSEDYSLSEEGQELSDEDDEVYQVTVYQAGESDTDSFEEDPEISLADYWKCTSCNEMNPPLPSHCNRCWALRENWLPEDKGKDKGEISEKAKLENSTQAEEGFDVPDCKKTIVNDSRESCVEENDDKITQASQSQESEDYSQPSTSSSIIYSSQEDVKEFEREETQDKEESVESSLPLNAIEPCVICQGRPKNGCIVHGKTGHLMACFTCAKKLKKRNKPCPVCRQPIQMIVLTYFP. The peptide is TSFAEYANLLAP. The binding affinity (KD) is 1220 nM. (3) The protein target is MDM2 with sequence MCNTNMSVPTDGAVTTSQIPASEQETLVRPKPLLLKLLKSVGAQKDTYTMKEVLFYLGQYIMTKRLYDEKQQHIVYCSNDLLGDLFGVPSFSVKEHRKIYTMIYRNLVVVNQQESSDSGTSVSENRCHLEGGSDQKDLVQELQEEKPSSSHLVSRPSTSSRRRAISETEENSDELSGERQRKRHKSDSISLSFDESLALCVIREICCERSSSSESTGTPSNPDLDAGVSEHSGDWLDQDSVSDQFSVEFEVESLDSEDYSLSEEGQELSDEDDEVYQVTVYQAGESDTDSFEEDPEISLADYWKCTSCNEMNPPLPSHCNRCWALRENWLPEDKGKDKGEISEKAKLENSTQAEEGFDVPDCKKTIVNDSRESCVEENDDKITQASQSQESEDYSQPSTSSSIIYSSQEDVKEFEREETQDKEESVESSLPLNAIEPCVICQGRPKNGCIVHGKTGHLMACFTCAKKLKKRNKPCPVCRQPIQMIVLTYFP. The peptide is AAFAAYWAALSAK. (4) The protein target is MDM2 with sequence MCNTNMSVPTDGAVTTSQIPASEQETLVRPKPLLLKLLKSVGAQKDTYTMKEVLFYLGQYIMTKRLYDEKQQHIVYCSNDLLGDLFGVPSFSVKEHRKIYTMIYRNLVVVNQQESSDSGTSVSENRCHLEGGSDQKDLVQELQEEKPSSSHLVSRPSTSSRRRAISETEENSDELSGERQRKRHKSDSISLSFDESLALCVIREICCERSSSSESTGTPSNPDLDAGVSEHSGDWLDQDSVSDQFSVEFEVESLDSEDYSLSEEGQELSDEDDEVYQVTVYQAGESDTDSFEEDPEISLADYWKCTSCNEMNPPLPSHCNRCWALRENWLPEDKGKDKGEISEKAKLENSTQAEEGFDVPDCKKTIVNDSRESCVEENDDKITQASQSQESEDYSQPSTSSSIIYSSQEDVKEFEREETQDKEESVESSLPLNAIEPCVICQGRPKNGCIVHGKTGHLMACFTCAKKLKKRNKPCPVCRQPIQMIVLTYFP. The peptide is AAFAEYWAALAAK. (5) The protein target is MDM2 with sequence MCNTNMSVPTDGAVTTSQIPASEQETLVRPKPLLLKLLKSVGAQKDTYTMKEVLFYLGQYIMTKRLYDEKQQHIVYCSNDLLGDLFGVPSFSVKEHRKIYTMIYRNLVVVNQQESSDSGTSVSENRCHLEGGSDQKDLVQELQEEKPSSSHLVSRPSTSSRRRAISETEENSDELSGERQRKRHKSDSISLSFDESLALCVIREICCERSSSSESTGTPSNPDLDAGVSEHSGDWLDQDSVSDQFSVEFEVESLDSEDYSLSEEGQELSDEDDEVYQVTVYQAGESDTDSFEEDPEISLADYWKCTSCNEMNPPLPSHCNRCWALRENWLPEDKGKDKGEISEKAKLENSTQAEEGFDVPDCKKTIVNDSRESCVEENDDKITQASQSQESEDYSQPSTSSSIIYSSQEDVKEFEREETQDKEESVESSLPLNAIEPCVICQGRPKNGCIVHGKTGHLMACFTCAKKLKKRNKPCPVCRQPIQMIVLTYFP. The peptide is AAFAEYWAALSPK.